Dataset: Clinical trial toxicity outcomes and FDA approval status for drugs. Task: Regression/Classification. Given a drug SMILES string, predict its toxicity properties. Task type varies by dataset: regression for continuous values (e.g., LD50, hERG inhibition percentage) or binary classification for toxic/non-toxic outcomes (e.g., AMES mutagenicity, cardiotoxicity, hepatotoxicity). Dataset: clintox. (1) The compound is CC[NH+](CC)CCNC(=O)c1ccc(N)cc1. The result is 0 (passed clinical trial). (2) The molecule is CCOc1ccc2ccccc2c1C(=O)N[C@@H]1C(=O)N2[C@@H](C(=O)[O-])C(C)(C)S[C@H]12. The result is 0 (passed clinical trial). (3) The molecule is Cc1onc(-c2c(Cl)cccc2Cl)c1C(=O)N[C@@H]1C(=O)N2[C@@H](C(=O)[O-])C(C)(C)S[C@H]12. The result is 0 (passed clinical trial).